Dataset: NCI-60 drug combinations with 297,098 pairs across 59 cell lines. Task: Regression. Given two drug SMILES strings and cell line genomic features, predict the synergy score measuring deviation from expected non-interaction effect. Drug 1: C1CN1C2=NC(=NC(=N2)N3CC3)N4CC4. Drug 2: C1C(C(OC1N2C=NC(=NC2=O)N)CO)O. Cell line: 786-0. Synergy scores: CSS=44.2, Synergy_ZIP=-1.65, Synergy_Bliss=-0.177, Synergy_Loewe=-0.391, Synergy_HSA=0.777.